From a dataset of Catalyst prediction with 721,799 reactions and 888 catalyst types from USPTO. Predict which catalyst facilitates the given reaction. (1) Reactant: [NH2:1][C:2]1[C:3]([C:18](O)=[O:19])=[N:4][C:5]([C:8]2[C:13]([C:14]([F:17])([F:16])[F:15])=[CH:12][CH:11]=[CH:10][N:9]=2)=[CH:6][N:7]=1.C(N(C(C)C)C(C)C)C.[NH2:30][C:31]1[C:36]([N:37]2[CH2:42][CH2:41][C:40]([NH:46][C:47](=[O:53])[O:48][C:49]([CH3:52])([CH3:51])[CH3:50])([CH2:43][O:44][CH3:45])[CH2:39][CH2:38]2)=[CH:35][CH:34]=[CH:33][N:32]=1. Product: [NH2:1][C:2]1[C:3]([C:18]([NH:30][C:31]2[C:36]([N:37]3[CH2:42][CH2:41][C:40]([NH:46][C:47](=[O:53])[O:48][C:49]([CH3:50])([CH3:52])[CH3:51])([CH2:43][O:44][CH3:45])[CH2:39][CH2:38]3)=[CH:35][CH:34]=[CH:33][N:32]=2)=[O:19])=[N:4][C:5]([C:8]2[C:13]([C:14]([F:17])([F:16])[F:15])=[CH:12][CH:11]=[CH:10][N:9]=2)=[CH:6][N:7]=1. The catalyst class is: 3. (2) Reactant: [O:1]=[C:2]([CH3:9])[CH2:3][C:4]([O:6][CH2:7][CH3:8])=[O:5].[CH:10]1(Br)[CH2:14][CH2:13][CH2:12][CH2:11]1.[O-]CC.[Na+]. Product: [CH:10]1([CH:3]([C:2](=[O:1])[CH3:9])[C:4]([O:6][CH2:7][CH3:8])=[O:5])[CH2:14][CH2:13][CH2:12][CH2:11]1. The catalyst class is: 8. (3) Reactant: [N-:1]=[N+:2]=[N-:3].[Na+].[S:5]([O:15][CH2:16][CH2:17][O:18][CH2:19][CH2:20]OS(C1C=CC(C)=CC=1)(=O)=O)([C:8]1[CH:14]=[CH:13][C:11]([CH3:12])=[CH:10][CH:9]=1)(=[O:7])=[O:6].O. Product: [C:11]1([CH3:12])[CH:10]=[CH:9][C:8]([S:5]([O:15][CH2:16][CH2:17][O:18][CH2:19][CH2:20][N:1]=[N+:2]=[N-:3])(=[O:6])=[O:7])=[CH:14][CH:13]=1. The catalyst class is: 3.